From a dataset of Catalyst prediction with 721,799 reactions and 888 catalyst types from USPTO. Predict which catalyst facilitates the given reaction. (1) Reactant: [CH3:1][S:2]([C:5]1[CH:6]=[C:7]([CH:10]=[CH:11][CH:12]=1)[CH2:8][OH:9])(=[O:4])=[O:3].[Cr]([O-])(OCl)(=O)=O.[NH+]1C=CC=CC=1.CCCCCC.C(OCC)(=O)C. Product: [CH3:1][S:2]([C:5]1[CH:6]=[C:7]([CH:10]=[CH:11][CH:12]=1)[CH:8]=[O:9])(=[O:3])=[O:4]. The catalyst class is: 4. (2) Reactant: [Br:1][C:2]1[CH:3]=[C:4]2[C:9](=[CH:10][CH:11]=1)[C:8](=[O:12])[NH:7][C:6](=[O:13])/[C:5]/2=[CH:14]/OC.[CH3:17][N:18]([CH2:26][CH2:27][N:28]1[CH2:33][CH2:32][N:31]([CH3:34])[CH2:30][CH2:29]1)[C:19]1[CH:24]=[CH:23][C:22]([NH2:25])=[CH:21][CH:20]=1.C(O)(C(F)(F)F)=O.C(N(CC)CC)C. Product: [Br:1][C:2]1[CH:3]=[C:4]2[C:9](=[CH:10][CH:11]=1)[C:8](=[O:12])[NH:7][C:6](=[O:13])/[C:5]/2=[CH:14]\[NH:25][C:22]1[CH:23]=[CH:24][C:19]([N:18]([CH3:17])[CH2:26][CH2:27][N:28]2[CH2:33][CH2:32][N:31]([CH3:34])[CH2:30][CH2:29]2)=[CH:20][CH:21]=1. The catalyst class is: 9. (3) Reactant: [CH2:1]([O:3][C:4]1[CH:5]=[C:6]2[C:11](=[C:12]3[CH2:16][C:15]([CH3:18])([CH3:17])[O:14][C:13]=13)[C:10]([C:19]1[CH:28]=[CH:27][C:22]([C:23]([O:25][CH3:26])=[O:24])=[C:21]([NH:29][C:30](=[O:35])[C:31]([F:34])([F:33])[F:32])[CH:20]=1)=[N:9][C:8]([CH3:37])([CH3:36])[CH2:7]2)[CH3:2].[C:38]([C:40]1[CH:47]=[CH:46][C:43]([CH2:44]Br)=[CH:42][CH:41]=1)#[N:39].[I-].[K+].C(=O)([O-])[O-].[K+].[K+]. Product: [C:38]([C:40]1[CH:47]=[CH:46][C:43]([CH2:44][N:29]([C:30](=[O:35])[C:31]([F:32])([F:33])[F:34])[C:21]2[CH:20]=[C:19]([C:10]3[C:11]4[C:6](=[CH:5][C:4]([O:3][CH2:1][CH3:2])=[C:13]5[O:14][C:15]([CH3:18])([CH3:17])[CH2:16][C:12]5=4)[CH2:7][C:8]([CH3:36])([CH3:37])[N:9]=3)[CH:28]=[CH:27][C:22]=2[C:23]([O:25][CH3:26])=[O:24])=[CH:42][CH:41]=1)#[N:39]. The catalyst class is: 9. (4) Reactant: C[O:2][C:3](=[O:11])[C:4]1[CH:9]=[C:8](Cl)[CH:7]=[CH:6][N:5]=1.[IH:12].[PH2](O)=O.[OH-].[Na+]. Product: [I:12][C:8]1[CH:7]=[CH:6][N:5]=[C:4]([C:3]([OH:2])=[O:11])[CH:9]=1. The catalyst class is: 6. (5) Reactant: CN(C(/N=N/C(N(C)C)=O)=O)C.C(OC([N:20]1[CH2:25][CH2:24][N:23]([C:26]2[C:27]([O:32]CCO)=[N:28][CH:29]=[CH:30][N:31]=2)[CH2:22][CH2:21]1)=O)(C)(C)C.[C:36]1(P(C2C=CC=CC=2)C2C=CC=CC=2)C=CC=C[CH:37]=1.[F:55][C:56]1[C:61]([F:62])=[C:60]([F:63])[CH:59]=[CH:58][C:57]=1[OH:64]. Product: [N:23]1([C:26]2[C:27](=[O:32])[N:28]([CH2:36][CH2:37][O:64][C:57]3[CH:58]=[CH:59][C:60]([F:63])=[C:61]([F:62])[C:56]=3[F:55])[CH:29]=[CH:30][N:31]=2)[CH2:22][CH2:21][NH:20][CH2:25][CH2:24]1. The catalyst class is: 1. (6) Reactant: [CH3:1][C:2]1([CH3:25])[O:6][C@H:5]([CH2:7][O:8][C:9]2[CH:24]=[CH:23][C:12]([C:13]([O:15]CC3C=CC=CC=3)=[O:14])=[CH:11][CH:10]=2)[CH2:4][O:3]1. Product: [CH3:1][C:2]1([CH3:25])[O:6][C@H:5]([CH2:7][O:8][C:9]2[CH:24]=[CH:23][C:12]([C:13]([OH:15])=[O:14])=[CH:11][CH:10]=2)[CH2:4][O:3]1. The catalyst class is: 43.